Dataset: Catalyst prediction with 721,799 reactions and 888 catalyst types from USPTO. Task: Predict which catalyst facilitates the given reaction. (1) Reactant: [CH2:1]([NH:4][CH:5]1[CH2:13][CH2:12][C:8]2[N:9]=[CH:10][S:11][C:7]=2[CH2:6]1)[CH2:2][CH3:3].[CH:14]1[C:23]2[C:18](=[CH:19][CH:20]=[CH:21][CH:22]=2)[CH:17]=[CH:16][C:15]=1[NH:24][C:25](=[O:31])[CH2:26][CH2:27][CH2:28][CH2:29]Br.C(N(CC)CC)C. Product: [CH:14]1[C:23]2[C:18](=[CH:19][CH:20]=[CH:21][CH:22]=2)[CH:17]=[CH:16][C:15]=1[NH:24][C:25](=[O:31])[CH2:26][CH2:27][CH2:28][CH2:29][N:4]([CH2:1][CH2:2][CH3:3])[CH:5]1[CH2:13][CH2:12][C:8]2[N:9]=[CH:10][S:11][C:7]=2[CH2:6]1. The catalyst class is: 21. (2) Reactant: [Cl:1][C:2]1[CH:7]=[CH:6][C:5]([CH:8]2[C:12]([C:15]3[CH:20]=[CH:19][C:18]([Cl:21])=[CH:17][C:16]=3[F:22])([C:13]#[N:14])[CH:11]([CH2:23][C:24]([CH3:27])([CH3:26])[CH3:25])[CH2:10][NH:9]2)=[C:4]([F:28])[CH:3]=1.[CH3:29][O:30][C:31](=[O:41])[C:32]1[CH:37]=[CH:36][C:35]([N:38]=[C:39]=[O:40])=[CH:34][CH:33]=1. Product: [CH3:29][O:30][C:31](=[O:41])[C:32]1[CH:33]=[CH:34][C:35]([NH:38][C:39]([N:9]2[CH2:10][C@@H:11]([CH2:23][C:24]([CH3:25])([CH3:27])[CH3:26])[C@@:12]([C:15]3[CH:20]=[CH:19][C:18]([Cl:21])=[CH:17][C:16]=3[F:22])([C:13]#[N:14])[C@H:8]2[C:5]2[CH:6]=[CH:7][C:2]([Cl:1])=[CH:3][C:4]=2[F:28])=[O:40])=[CH:36][CH:37]=1. The catalyst class is: 2. (3) Reactant: [C:1]([C:5]1[S:9][C:8]([NH:10][C:11]([C@@H:13]2[CH2:18][CH2:17][CH2:16][CH2:15][NH:14]2)=[O:12])=[N:7][N:6]=1)([CH3:4])([CH3:3])[CH3:2].Cl.C(O)(=O)C.C(O[C:27]1(O[Si](C)(C)C)[CH2:29][CH2:28]1)C.C([BH3-])#N.[Na+]. Product: [C:1]([C:5]1[S:9][C:8]([NH:10][C:11]([C@@H:13]2[CH2:18][CH2:17][CH2:16][CH2:15][N:14]2[CH:27]2[CH2:29][CH2:28]2)=[O:12])=[N:7][N:6]=1)([CH3:4])([CH3:2])[CH3:3]. The catalyst class is: 125. (4) Product: [CH3:18][C:16]1[O:15][N:14]=[C:13]([NH:12][S:7]([C:6]2[CH:5]=[C:4]([CH3:11])[S:3][C:2]=2[Br:1])(=[O:9])=[O:8])[CH:17]=1. Reactant: [Br:1][C:2]1[S:3][C:4]([CH3:11])=[CH:5][C:6]=1[S:7](Cl)(=[O:9])=[O:8].[NH2:12][C:13]1[CH:17]=[C:16]([CH3:18])[O:15][N:14]=1.CN(C1C=CC=CN=1)C. The catalyst class is: 202. (5) Reactant: CN(C(ON1N=NC2C=CC=NC1=2)=[N+](C)C)C.F[P-](F)(F)(F)(F)F.Cl.[NH2:26][C:27]1[C:28]([C:37]([NH:39][C@@H:40]([CH:45]2[CH2:50][CH2:49][CH2:48][CH2:47][CH2:46]2)[C:41]([O:43][CH3:44])=[O:42])=[O:38])=[CH:29][C:30]2[C:35]([CH:36]=1)=[CH:34][CH:33]=[CH:32][CH:31]=2.[Cl:51][C:52]1[CH:57]=[C:56]([C:58]([F:61])([F:60])[F:59])[CH:55]=[C:54]([Cl:62])[C:53]=1[CH2:63][C:64](O)=[O:65].C(N(C(C)C)CC)(C)C. Product: [CH:45]1([C@H:40]([NH:39][C:37]([C:28]2[C:27]([NH:26][C:64](=[O:65])[CH2:63][C:53]3[C:52]([Cl:51])=[CH:57][C:56]([C:58]([F:61])([F:59])[F:60])=[CH:55][C:54]=3[Cl:62])=[CH:36][C:35]3[C:30](=[CH:31][CH:32]=[CH:33][CH:34]=3)[CH:29]=2)=[O:38])[C:41]([O:43][CH3:44])=[O:42])[CH2:50][CH2:49][CH2:48][CH2:47][CH2:46]1. The catalyst class is: 3. (6) Reactant: [Cl:1][C:2]1[CH:9]=[CH:8][C:5]([CH:6]=O)=[CH:4][CH:3]=1.[C:10](#[N:14])[CH2:11][C:12]#[N:13].[C:15]([CH2:17][C:18]([NH2:20])=[S:19])#[N:16].O. Product: [NH2:13][C:12]1[S:19][C:18]([NH2:20])=[C:17]([C:15]#[N:16])[CH:6]([C:5]2[CH:8]=[CH:9][C:2]([Cl:1])=[CH:3][CH:4]=2)[C:11]=1[C:10]#[N:14]. The catalyst class is: 495. (7) Reactant: [NH:1]1[CH:14]2[CH:5]([CH2:6][CH2:7][C:8]3[C:13]2=[N:12][CH:11]=[CH:10][CH:9]=3)[CH2:4][CH2:3][CH2:2]1.C(=O)([O-])[O-].[K+].[K+].Cl[CH2:22][C:23]1[N:27]([C:28]([O:30][C:31]([CH3:34])([CH3:33])[CH3:32])=[O:29])[C:26]2[CH:35]=[CH:36][CH:37]=[CH:38][C:25]=2[N:24]=1.[I-].[K+]. Product: [N:12]1([CH2:22][C:23]2[N:27]([C:28]([O:30][C:31]([CH3:34])([CH3:32])[CH3:33])=[O:29])[C:26]3[CH:35]=[CH:36][CH:37]=[CH:38][C:25]=3[N:24]=2)[C@H:13]2[C@@H:8]([CH2:7][CH2:6][C:5]3[C:14]2=[N:1][CH:2]=[CH:3][CH:4]=3)[CH2:9][CH2:10][CH2:11]1.[N:12]1([CH2:22][C:23]2[N:27]([C:28]([O:30][C:31]([CH3:34])([CH3:32])[CH3:33])=[O:29])[C:26]3[CH:35]=[CH:36][CH:37]=[CH:38][C:25]=3[N:24]=2)[C@@H:13]2[C@@H:8]([CH2:7][CH2:6][C:5]3[C:14]2=[N:1][CH:2]=[CH:3][CH:4]=3)[CH2:9][CH2:10][CH2:11]1. The catalyst class is: 10. (8) Reactant: [CH:1]([C:4]1[CH:9]=[CH:8][C:7]([C:10](=O)[CH2:11][NH:12][C:13]2[CH:14]=[C:15]([CH:20]=[CH:21][CH:22]=2)[C:16]([O:18]C)=[O:17])=[CH:6][CH:5]=1)([CH3:3])[CH3:2].[N:24]#[C:25][NH2:26].[OH-].[Na+]. Product: [NH2:26][C:25]1[N:12]([C:13]2[CH:14]=[C:15]([CH:20]=[CH:21][CH:22]=2)[C:16]([OH:18])=[O:17])[CH:11]=[C:10]([C:7]2[CH:8]=[CH:9][C:4]([CH:1]([CH3:3])[CH3:2])=[CH:5][CH:6]=2)[N:24]=1. The catalyst class is: 301. (9) Reactant: [CH:1]([C:3]1[CH:12]=[CH:11][C:6]2[C:7](=[O:10])[O:8][CH2:9][C:5]=2[CH:4]=1)=[CH2:2].C1C=C(Cl)C=C(C(OO)=[O:21])C=1. Product: [O:21]1[CH2:2][CH:1]1[C:3]1[CH:12]=[CH:11][C:6]2[C:7](=[O:10])[O:8][CH2:9][C:5]=2[CH:4]=1. The catalyst class is: 2.